From a dataset of Full USPTO retrosynthesis dataset with 1.9M reactions from patents (1976-2016). Predict the reactants needed to synthesize the given product. Given the product [Br:1][C:2]1[C:3]([CH2:8][Br:9])=[N:4][CH:5]=[CH:6][CH:7]=1, predict the reactants needed to synthesize it. The reactants are: [Br:1][C:2]1[C:3]([CH3:8])=[N:4][CH:5]=[CH:6][CH:7]=1.[Br:9]N1C(=O)CCC1=O.C(OOC(=O)C1C=CC=CC=1)(=O)C1C=CC=CC=1.